The task is: Predict the reaction yield, written as a fraction of the theoretical maximum amount of product (1.0 means a 100% yield; for example, 0.34 means a 34% yield).. This data is from Reaction yield outcomes from USPTO patents with 853,638 reactions. (1) The reactants are [CH3:1][O:2][CH2:3][O:4][C:5]1[C:10](=[O:11])[N:9]([CH2:12][O:13][CH3:14])[CH:8]=[C:7]([S:15][CH2:16][CH2:17][C:18](OC)=O)[CH:6]=1.CC(C)([O-])C.[K+].Cl[CH2:29][C:30]1C=CC(OC)=[CH:32][CH:31]=1. The catalyst is C1COCC1. The product is [CH2:16]([S:15][C:7]1[CH:6]=[C:5]([O:4][CH2:3][O:2][CH3:1])[C:10](=[O:11])[N:9]([CH2:12][O:13][CH3:14])[CH:8]=1)[C:17]1[CH:18]=[CH:32][CH:31]=[CH:30][CH:29]=1. The yield is 0.830. (2) The reactants are [N+:1]([C:4]1[CH:12]=[CH:11][C:7]([C:8](Cl)=[O:9])=[CH:6][CH:5]=1)([O-:3])=[O:2].[CH2:13]([OH:20])[C:14]1[CH:19]=[CH:18][CH:17]=[CH:16][CH:15]=1.C([O-])(O)=O.[Na+]. The catalyst is C(Cl)Cl.CN(C1C=CN=CC=1)C. The product is [N+:1]([C:4]1[CH:12]=[CH:11][C:7]([C:8]([O:20][CH2:13][C:14]2[CH:19]=[CH:18][CH:17]=[CH:16][CH:15]=2)=[O:9])=[CH:6][CH:5]=1)([O-:3])=[O:2]. The yield is 1.00. (3) The reactants are COC1C=CC(C[N:8]2[C:12]3[N:13]=[C:14]4[CH2:21][NH:20][CH2:19][CH2:18][N:15]4[C:16](=[O:17])[C:11]=3[CH:10]=[N:9]2)=CC=1.COC1C=CC(CNN)=CC=1.NC1N(CC2C=CC(OC)=CC=2)N=CC=1C(N)=O.NC1N(C2C=CC=CC=2)N=CC=1C(N)=O. The catalyst is FC(F)(F)C(O)=O. The product is [NH:8]1[C:12]2[N:13]=[C:14]3[CH2:21][NH:20][CH2:19][CH2:18][N:15]3[C:16](=[O:17])[C:11]=2[CH:10]=[N:9]1. The yield is 0.500.